The task is: Predict the product of the given reaction.. This data is from Forward reaction prediction with 1.9M reactions from USPTO patents (1976-2016). Given the reactants [Cl:1][C:2]1[CH:7]=[CH:6][C:5]([S:8]([O:10]C)=[O:9])=[CH:4][CH:3]=1.[CH:12]([NH2:14])=[O:13].[NH:15]([CH:19](C)C)[CH:16](C)C, predict the reaction product. The product is: [S:8](=[N:14][CH:12]=[O:13])(=[O:9])=[O:10].[Cl:1][C:2]1[CH:7]=[CH:6][C:5]([S:8]([CH2:19][N+:15]#[C-:16])(=[O:10])=[O:9])=[CH:4][CH:3]=1.